The task is: Regression. Given a peptide amino acid sequence and an MHC pseudo amino acid sequence, predict their binding affinity value. This is MHC class II binding data.. This data is from Peptide-MHC class II binding affinity with 134,281 pairs from IEDB. (1) The peptide sequence is DFNEFISFCNANPGL. The MHC is HLA-DQA10401-DQB10402 with pseudo-sequence HLA-DQA10401-DQB10402. The binding affinity (normalized) is 0.274. (2) The peptide sequence is RFFLPIFSEFVLLAT. The MHC is DRB1_0401 with pseudo-sequence DRB1_0401. The binding affinity (normalized) is 0.589. (3) The peptide sequence is TPTNASHIQSAVVCG. The MHC is HLA-DQA10501-DQB10301 with pseudo-sequence HLA-DQA10501-DQB10301. The binding affinity (normalized) is 0.598. (4) The peptide sequence is AHGIPKVPPGPNITA. The MHC is HLA-DQA10501-DQB10201 with pseudo-sequence HLA-DQA10501-DQB10201. The binding affinity (normalized) is 0.0391. (5) The peptide sequence is EENDSLDCAFCSSRI. The MHC is DRB1_0101 with pseudo-sequence DRB1_0101. The binding affinity (normalized) is 0.404.